From a dataset of Full USPTO retrosynthesis dataset with 1.9M reactions from patents (1976-2016). Predict the reactants needed to synthesize the given product. (1) Given the product [C:1]([C:3]1[CH:4]=[C:5]([CH:9]=[CH:10][C:11]=1[F:12])[C:6]([NH:15][NH:14][C:13]([O:17][C:18]([CH3:21])([CH3:20])[CH3:19])=[O:16])=[O:8])#[N:2], predict the reactants needed to synthesize it. The reactants are: [C:1]([C:3]1[CH:4]=[C:5]([CH:9]=[CH:10][C:11]=1[F:12])[C:6]([OH:8])=O)#[N:2].[C:13]([O:17][C:18]([CH3:21])([CH3:20])[CH3:19])(=[O:16])[NH:14][NH2:15].C(=O)([O-])O.[Na+]. (2) Given the product [CH2:1]([O:8][N:9]1[C:15](=[O:16])[N:14]2[CH2:17][C@H:10]1[CH2:11][CH2:12][C@H:13]2[C:18]([NH:46][O:45][CH3:44])=[O:20])[C:2]1[CH:3]=[CH:4][CH:5]=[CH:6][CH:7]=1, predict the reactants needed to synthesize it. The reactants are: [CH2:1]([O:8][N:9]1[C:15](=[O:16])[N:14]2[CH2:17][C@H:10]1[CH2:11][CH2:12][C@H:13]2[C:18]([OH:20])=O)[C:2]1[CH:7]=[CH:6][CH:5]=[CH:4][CH:3]=1.Cl.C(N=C=NCCCN(C)C)C.ON1C2C=CC=CC=2N=N1.Cl.[CH3:44][O:45][NH2:46]. (3) The reactants are: [OH-].[Na+].[F:3][C:4]([F:16])([F:15])[C:5]1[N:6]=[CH:7][S:8][C:9]=1[C:10]([O:12]CC)=[O:11]. Given the product [F:16][C:4]([F:3])([F:15])[C:5]1[N:6]=[CH:7][S:8][C:9]=1[C:10]([OH:12])=[O:11], predict the reactants needed to synthesize it. (4) Given the product [Br:1][C:2]1[N:3]=[C:4]([NH:21][CH2:22][CH:23]([CH3:24])[CH3:25])[C:5]2[N:6]([C:8]([C:11]3[CH:19]=[CH:18][C:14]([C:15]([NH:29][CH:26]4[CH2:28][CH2:27]4)=[O:16])=[C:13]([CH3:20])[CH:12]=3)=[CH:9][N:10]=2)[CH:7]=1, predict the reactants needed to synthesize it. The reactants are: [Br:1][C:2]1[N:3]=[C:4]([NH:21][CH2:22][CH:23]([CH3:25])[CH3:24])[C:5]2[N:6]([C:8]([C:11]3[CH:19]=[CH:18][C:14]([C:15](O)=[O:16])=[C:13]([CH3:20])[CH:12]=3)=[CH:9][N:10]=2)[CH:7]=1.[CH:26]1([NH2:29])[CH2:28][CH2:27]1.F[P-](F)(F)(F)(F)F.CN([C+](N(C)C)N1C2C(=NC=CC=2)[N+]([O-])=N1)C.C(N(C(C)C)C(C)C)C. (5) Given the product [CH2:1]([O:3][C:4]([C:5]1[N:10]=[CH:11][N:7]([C:9]2[CH:18]=[CH:19][CH:20]=[C:14]([Br:13])[CH:15]=2)[CH:6]=1)=[O:12])[CH3:2], predict the reactants needed to synthesize it. The reactants are: [CH2:1]([O:3][C:4](=[O:12])/[C:5](/[N+:10]#[C-:11])=[CH:6]/[N:7]([CH3:9])C)[CH3:2].[Br:13][C:14]1[CH:15]=C([CH:18]=[CH:19][CH:20]=1)N. (6) Given the product [CH:1]1([CH:7]([N:23]([CH3:43])[C:24]2[CH:29]=[CH:28][C:27]([C:30]([N:32]([CH3:40])[CH2:33][CH2:34][C:35]([O:37][CH2:38][CH3:39])=[O:36])=[O:31])=[CH:26][CH:25]=2)[C:8]2[C:9]([CH2:21][CH3:22])=[N:10][N:11]([C:13]3[CH:18]=[CH:17][CH:16]=[C:15]([O:19][CH3:20])[CH:14]=3)[CH:12]=2)[CH2:2][CH2:3][CH2:4][CH2:5][CH2:6]1, predict the reactants needed to synthesize it. The reactants are: [CH:1]1([CH:7]([NH:23][C:24]2[CH:29]=[CH:28][C:27]([C:30]([N:32]([CH3:40])[CH2:33][CH2:34][C:35]([O:37][CH2:38][CH3:39])=[O:36])=[O:31])=[CH:26][CH:25]=2)[C:8]2[C:9]([CH2:21][CH3:22])=[N:10][N:11]([C:13]3[CH:18]=[CH:17][CH:16]=[C:15]([O:19][CH3:20])[CH:14]=3)[CH:12]=2)[CH2:6][CH2:5][CH2:4][CH2:3][CH2:2]1.[H-].[Na+].[CH3:43]I. (7) Given the product [F:18][C:19]1[CH:20]=[CH:21][C:22]([C:25]2[N:26]=[C:27]([NH:33][C:15]([C@@H:11]3[CH2:12][CH2:13][CH2:14][N:10]3[C:2]3[O:1][C:5]4[CH:6]=[CH:7][CH:8]=[CH:9][C:4]=4[N:3]=3)=[O:17])[S:28][C:29]=2[CH2:30][CH2:31][CH3:32])=[CH:23][CH:24]=1, predict the reactants needed to synthesize it. The reactants are: [O:1]1[C:5]2[CH:6]=[CH:7][CH:8]=[CH:9][C:4]=2[N:3]=[C:2]1[N:10]1[CH2:14][CH2:13][CH2:12][C@H:11]1[C:15]([OH:17])=O.[F:18][C:19]1[CH:24]=[CH:23][C:22]([C:25]2[N:26]=[C:27]([NH2:33])[S:28][C:29]=2[CH2:30][CH2:31][CH3:32])=[CH:21][CH:20]=1.CN(C(ON1N=NC2C=CC=NC1=2)=[N+](C)C)C.F[P-](F)(F)(F)(F)F.CCN(C(C)C)C(C)C. (8) Given the product [C:1](=[N:14][C:15]1[C:20]([F:21])=[C:19]([CH2:22][OH:23])[CH:18]=[CH:17][N:16]=1)([C:2]1[CH:7]=[CH:6][CH:5]=[CH:4][CH:3]=1)[C:8]1[CH:9]=[CH:10][CH:11]=[CH:12][CH:13]=1, predict the reactants needed to synthesize it. The reactants are: [C:1](=[N:14][C:15]1[C:20]([F:21])=[C:19]([CH2:22][O:23][Si](C(C)(C)C)(C)C)[CH:18]=[CH:17][N:16]=1)([C:8]1[CH:13]=[CH:12][CH:11]=[CH:10][CH:9]=1)[C:2]1[CH:7]=[CH:6][CH:5]=[CH:4][CH:3]=1.[F-].C([N+](CCCC)(CCCC)CCCC)CCC. (9) Given the product [Cl:23][C:10]1[CH:11]=[C:2]([NH:1][CH2:40][C:38]2[N:37]=[N:36][N:35]([CH2:34][CH2:33][N:27]3[CH2:32][CH2:31][CH2:30][CH2:29][CH2:28]3)[CH:39]=2)[CH:3]=[C:4]2[C:9]=1[N:8]=[CH:7][C:6]([C:12]#[N:13])=[C:5]2[NH:14][C:15]1[CH:20]=[CH:19][C:18]([F:21])=[C:17]([Cl:22])[CH:16]=1, predict the reactants needed to synthesize it. The reactants are: [NH2:1][C:2]1[CH:3]=[C:4]2[C:9](=[CH:10][CH:11]=1)[N:8]=[CH:7][C:6]([C:12]#[N:13])=[C:5]2[NH:14][C:15]1[CH:20]=[CH:19][C:18]([F:21])=[C:17]([Cl:22])[CH:16]=1.[Cl:23]C(Cl)C.[N:27]1([CH2:33][CH2:34][N:35]2[CH:39]=[C:38]([CH:40]=O)[N:37]=[N:36]2)[CH2:32][CH2:31][CH2:30][CH2:29][CH2:28]1.C(O[BH-](OC(=O)C)OC(=O)C)(=O)C.[Na+]. (10) Given the product [C:26]([N:22]1[CH2:23][CH2:24][CH2:25][C@H:20]([C:18]([NH:17][C@H:13]2[CH2:14][CH2:15][CH2:16][N:11]([S:8]([C:4]3[CH:5]=[CH:6][CH:7]=[C:2]([Cl:1])[C:3]=3[CH3:33])(=[O:9])=[O:10])[CH2:12]2)=[O:19])[CH2:21]1)(=[O:27])[CH3:35], predict the reactants needed to synthesize it. The reactants are: [Cl:1][C:2]1[C:3]([CH3:33])=[C:4]([S:8]([N:11]2[CH2:16][CH2:15][CH2:14][C@H:13]([NH:17][C:18]([C@H:20]3[CH2:25][CH2:24][CH2:23][N:22]([C:26](OC(C)(C)C)=[O:27])[CH2:21]3)=[O:19])[CH2:12]2)(=[O:10])=[O:9])[CH:5]=[CH:6][CH:7]=1.Cl.[C:35](O)(C(F)(F)F)=O.